This data is from Peptide-MHC class II binding affinity with 134,281 pairs from IEDB. The task is: Regression. Given a peptide amino acid sequence and an MHC pseudo amino acid sequence, predict their binding affinity value. This is MHC class II binding data. (1) The MHC is DRB1_0101 with pseudo-sequence DRB1_0101. The peptide sequence is KSKFNILSSPLFNNF. The binding affinity (normalized) is 1.00. (2) The peptide sequence is TGHGTVVMQVKVPKG. The MHC is DRB1_1501 with pseudo-sequence DRB1_1501. The binding affinity (normalized) is 0. (3) The peptide sequence is GELQIVDKIDALFKI. The MHC is DRB5_0101 with pseudo-sequence DRB5_0101. The binding affinity (normalized) is 0.825. (4) The binding affinity (normalized) is 0.263. The peptide sequence is TFGAASNKAFAEGLS. The MHC is HLA-DPA10301-DPB10402 with pseudo-sequence HLA-DPA10301-DPB10402. (5) The binding affinity (normalized) is 0.204. The MHC is DRB5_0101 with pseudo-sequence DRB5_0101. The peptide sequence is RPFFHPVGEADYFEYHQEGGPDGEPD. (6) The peptide sequence is LIGLRIVFAVLSIVNRVRQG. The MHC is H-2-IAd with pseudo-sequence H-2-IAd. The binding affinity (normalized) is 0.360.